From a dataset of Full USPTO retrosynthesis dataset with 1.9M reactions from patents (1976-2016). Predict the reactants needed to synthesize the given product. (1) The reactants are: [CH2:1]([N:8]1[CH2:13][CH2:12][CH:11]([O:14][C:15]2[N:20]=[C:19]([NH2:21])[CH:18]=[CH:17][CH:16]=2)[CH2:10][C:9]1([CH3:23])[CH3:22])[C:2]1[CH:7]=[CH:6][CH:5]=[CH:4][CH:3]=1.[Cl:24][C:25]1[CH:33]=[C:32]([F:34])[CH:31]=[CH:30][C:26]=1[C:27](Cl)=[O:28]. Given the product [CH2:1]([N:8]1[CH2:13][CH2:12][CH:11]([O:14][C:15]2[N:20]=[C:19]([NH:21][C:27](=[O:28])[C:26]3[CH:30]=[CH:31][C:32]([F:34])=[CH:33][C:25]=3[Cl:24])[CH:18]=[CH:17][CH:16]=2)[CH2:10][C:9]1([CH3:23])[CH3:22])[C:2]1[CH:7]=[CH:6][CH:5]=[CH:4][CH:3]=1, predict the reactants needed to synthesize it. (2) Given the product [ClH:39].[NH2:7][C:8]([CH3:9])([CH3:10])[C:11]([NH:12][CH:13]([C:23](=[O:44])[N:24]([CH2:27][C:28]1[C:29]([CH3:43])([CH3:42])[NH:30][S:31](=[O:41])(=[O:40])[C:32]=1[C:33]1[CH:34]=[CH:35][C:36]([Cl:39])=[CH:37][CH:38]=1)[CH2:25][CH3:26])[CH2:14][O:15][CH2:16][C:17]1[CH:22]=[CH:21][CH:20]=[CH:19][CH:18]=1)=[O:45], predict the reactants needed to synthesize it. The reactants are: C(OC(=O)[NH:7][C:8]([C:11](=[O:45])[NH:12][CH:13]([C:23](=[O:44])[N:24]([CH2:27][C:28]1[C:29]([CH3:43])([CH3:42])[NH:30][S:31](=[O:41])(=[O:40])[C:32]=1[C:33]1[CH:38]=[CH:37][C:36]([Cl:39])=[CH:35][CH:34]=1)[CH2:25][CH3:26])[CH2:14][O:15][CH2:16][C:17]1[CH:22]=[CH:21][CH:20]=[CH:19][CH:18]=1)([CH3:10])[CH3:9])(C)(C)C.FC(F)(F)C(O)=O.